This data is from Forward reaction prediction with 1.9M reactions from USPTO patents (1976-2016). The task is: Predict the product of the given reaction. (1) Given the reactants [F:1][C:2]([F:13])([F:12])[C@H:3]1[CH2:8][CH2:7][C@H:6]([C:9](O)=[O:10])[CH2:5][CH2:4]1.O=S(Cl)Cl.C(Cl)Cl.C[N:22](C=O)C, predict the reaction product. The product is: [F:1][C:2]([F:13])([F:12])[C@H:3]1[CH2:8][CH2:7][C@H:6]([C:9]([NH2:22])=[O:10])[CH2:5][CH2:4]1. (2) The product is: [Cl:21][C:22]1[CH:27]=[C:26]([Cl:28])[CH:25]=[CH:24][C:23]=1[S:29]([NH:20][C:4]1[CH:5]=[C:6]([Cl:19])[C:7]([CH2:8][C:9]2[CH:10]=[N:11][C:12]3[C:17]([CH:18]=2)=[CH:16][CH:15]=[CH:14][CH:13]=3)=[C:2]([Cl:1])[CH:3]=1)(=[O:31])=[O:30]. Given the reactants [Cl:1][C:2]1[CH:3]=[C:4]([NH2:20])[CH:5]=[C:6]([Cl:19])[C:7]=1[CH2:8][C:9]1[CH:10]=[N:11][C:12]2[C:17]([CH:18]=1)=[CH:16][CH:15]=[CH:14][CH:13]=2.[Cl:21][C:22]1[CH:27]=[C:26]([Cl:28])[CH:25]=[CH:24][C:23]=1[S:29](Cl)(=[O:31])=[O:30], predict the reaction product. (3) Given the reactants [SiH3]O[SiH3].[CH:4]1([O:7][C:8]2[CH:9]=[C:10]([CH2:18][O:19][Si](C(C)C)(C(C)C)C(C)C)[CH:11]=[CH:12][C:13]=2[O:14][CH:15]([F:17])[F:16])[CH2:6][CH2:5]1.CCCC[N+](CCCC)(CCCC)CCCC.[F-], predict the reaction product. The product is: [CH:4]1([O:7][C:8]2[CH:9]=[C:10]([CH:11]=[CH:12][C:13]=2[O:14][CH:15]([F:16])[F:17])[CH2:18][OH:19])[CH2:5][CH2:6]1. (4) Given the reactants [CH:1](=[O:10])[C:2]1[C:3](=[CH:6][CH:7]=[CH:8][CH:9]=1)[CH:4]=O.[NH2:11][C@@H:12]([CH3:16])[C:13]([OH:15])=[O:14], predict the reaction product. The product is: [O:10]=[C:1]1[C:2]2[C:3](=[CH:6][CH:7]=[CH:8][CH:9]=2)[CH2:4][N:11]1[C@@H:12]([CH3:16])[C:13]([OH:15])=[O:14]. (5) Given the reactants CO[C:3](=[O:17])[CH2:4][C:5](=O)[CH2:6][S:7][C:8]1[CH:13]=[CH:12][CH:11]=[C:10]([F:14])[C:9]=1[F:15].[CH2:18]([C:25]1[N:26]=[C:27]([NH2:30])[NH:28][N:29]=1)[C:19]1[CH:24]=[CH:23][CH:22]=[CH:21][CH:20]=1.CCOCC, predict the reaction product. The product is: [CH2:18]([C:25]1[N:26]=[C:27]2[N:30]=[C:5]([CH2:6][S:7][C:8]3[CH:13]=[CH:12][CH:11]=[C:10]([F:14])[C:9]=3[F:15])[CH:4]=[C:3]([OH:17])[N:28]2[N:29]=1)[C:19]1[CH:20]=[CH:21][CH:22]=[CH:23][CH:24]=1. (6) Given the reactants [C:1](#[N:8])[C:2]1[CH:7]=[CH:6][CH:5]=[CH:4][CH:3]=1.[OH-:9].[K+].C(Cl)(Cl)Cl.O, predict the reaction product. The product is: [C:1]([NH2:8])(=[O:9])[C:2]1[CH:7]=[CH:6][CH:5]=[CH:4][CH:3]=1.